The task is: Predict which catalyst facilitates the given reaction.. This data is from Catalyst prediction with 721,799 reactions and 888 catalyst types from USPTO. (1) Reactant: [F:1][C:2]([F:7])([F:6])[C:3]([OH:5])=[O:4].[CH:8]([NH:11][C@@H:12]1[CH2:16][CH2:15][N:14](C(OC(C)(C)C)=O)[CH2:13]1)([CH3:10])[CH3:9]. Product: [F:1][C:2]([F:7])([F:6])[C:3]([OH:5])=[O:4].[F:1][C:2]([F:7])([F:6])[C:3]([OH:5])=[O:4].[CH:8]([NH:11][C@@H:12]1[CH2:16][CH2:15][NH:14][CH2:13]1)([CH3:10])[CH3:9]. The catalyst class is: 4. (2) Reactant: O.O.Cl[Sn]Cl.[CH3:6][O:7][C:8]1[CH:9]=[C:10]([C:16]([C:19]2[CH:24]=[CH:23][C:22]([O:25][CH3:26])=[C:21]([N+:27]([O-])=O)[CH:20]=2)=[CH:17][CH3:18])[CH:11]=[C:12]([O:14][CH3:15])[CH:13]=1.[OH-].[Na+]. Product: [CH3:6][O:7][C:8]1[CH:9]=[C:10]([C:16]([C:19]2[CH:24]=[CH:23][C:22]([O:25][CH3:26])=[C:21]([NH2:27])[CH:20]=2)=[CH:17][CH3:18])[CH:11]=[C:12]([O:14][CH3:15])[CH:13]=1. The catalyst class is: 162. (3) Reactant: S(Cl)([Cl:3])=O.O[CH2:6][C:7]1[N:8]=[C:9]2[CH:14]=[CH:13][CH:12]=[CH:11][N:10]2[C:15]=1[CH2:16][CH2:17][CH3:18]. Product: [Cl:3][CH2:6][C:7]1[N:8]=[C:9]2[CH:14]=[CH:13][CH:12]=[CH:11][N:10]2[C:15]=1[CH2:16][CH2:17][CH3:18]. The catalyst class is: 91. (4) Reactant: [O:1]([C:8]1[CH:9]=[C:10]([N:14]([CH2:22][C:23]2[CH:24]=[C:25]([CH:30]=[CH:31][CH:32]=2)[C:26](OC)=[O:27])[CH2:15][CH:16]([OH:21])[C:17]([F:20])([F:19])[F:18])[CH:11]=[CH:12][CH:13]=1)[C:2]1[CH:7]=[CH:6][CH:5]=[CH:4][CH:3]=1.Cl.[CH3:34][NH:35][O:36][CH3:37].C([Mg]Cl)(C)C. Product: [CH3:37][O:36][N:35]([CH3:34])[C:26](=[O:27])[C:25]1[CH:30]=[CH:31][CH:32]=[C:23]([CH2:22][N:14]([C:10]2[CH:11]=[CH:12][CH:13]=[C:8]([O:1][C:2]3[CH:3]=[CH:4][CH:5]=[CH:6][CH:7]=3)[CH:9]=2)[CH2:15][CH:16]([OH:21])[C:17]([F:20])([F:18])[F:19])[CH:24]=1. The catalyst class is: 7. (5) Reactant: [CH3:1][O:2][C:3]([C:5]1[CH:10]=[CH:9][C:8]([C:11]([C:13]2[CH:18]=[CH:17][C:16]([C:19]([O:21][CH3:22])=[O:20])=[CH:15][CH:14]=2)=O)=[CH:7][CH:6]=1)=[O:4].Cl.[NH2:24][OH:25].C([O-])(=O)C.[Na+].C([O-])(O)=O.[Na+]. Product: [CH3:1][O:2][C:3]([C:5]1[CH:10]=[CH:9][C:8]([C:11]([C:13]2[CH:18]=[CH:17][C:16]([C:19]([O:21][CH3:22])=[O:20])=[CH:15][CH:14]=2)=[N:24][OH:25])=[CH:7][CH:6]=1)=[O:4]. The catalyst class is: 8. (6) Product: [Cl:26][C:27]1[CH:35]=[CH:34][C:30]([C:31]([NH:1][C:2]2[CH:7]=[CH:6][CH:5]=[C:4]([C:8]([C:10]3[CH:11]=[C:12]4[C:17](=[CH:18][CH:19]=3)[N:16]=[CH:15][C:14]([C:20]3[CH:21]=[N:22][CH:23]=[CH:24][CH:25]=3)=[N:13]4)=[O:9])[CH:3]=2)=[O:32])=[CH:29][C:28]=1[C:36]([F:37])([F:38])[F:39]. The catalyst class is: 3. Reactant: [NH2:1][C:2]1[CH:3]=[C:4]([C:8]([C:10]2[CH:11]=[C:12]3[C:17](=[CH:18][CH:19]=2)[N:16]=[CH:15][C:14]([C:20]2[CH:21]=[N:22][CH:23]=[CH:24][CH:25]=2)=[N:13]3)=[O:9])[CH:5]=[CH:6][CH:7]=1.[Cl:26][C:27]1[CH:35]=[CH:34][C:30]([C:31](O)=[O:32])=[CH:29][C:28]=1[C:36]([F:39])([F:38])[F:37].CN(C(ON1N=NC2C=CC=NC1=2)=[N+](C)C)C.F[P-](F)(F)(F)(F)F.CCN(C(C)C)C(C)C. (7) Reactant: [Cl:1][C:2]1[C:3]([N:12]2[CH:16]=[C:15]([CH2:17][CH2:18][CH2:19][O:20]COC)[C:14]([CH:24]([CH3:26])[CH3:25])=[N:13]2)=[N:4][CH:5]=[C:6]([C:8]([F:11])([F:10])[F:9])[CH:7]=1.Cl. Product: [Cl:1][C:2]1[C:3]([N:12]2[CH:16]=[C:15]([CH2:17][CH2:18][CH2:19][OH:20])[C:14]([CH:24]([CH3:26])[CH3:25])=[N:13]2)=[N:4][CH:5]=[C:6]([C:8]([F:10])([F:11])[F:9])[CH:7]=1. The catalyst class is: 5. (8) Reactant: [CH2:1]([N:8]1[C:13](=[O:14])[C:12]([Cl:15])=[C:11]([O:16]C)[CH:10]=[N:9]1)[C:2]1[CH:7]=[CH:6][CH:5]=[CH:4][CH:3]=1.[OH-].[K+].Cl. Product: [CH2:1]([N:8]1[C:13](=[O:14])[C:12]([Cl:15])=[C:11]([OH:16])[CH:10]=[N:9]1)[C:2]1[CH:3]=[CH:4][CH:5]=[CH:6][CH:7]=1. The catalyst class is: 6. (9) Reactant: [S:1]1[C:5]2[CH:6]=[C:7]([N:10]3[CH2:14][CH2:13][NH:12][C:11]3=[O:15])[CH:8]=[CH:9][C:4]=2[N:3]=[CH:2]1.Br[C:17]1[CH:22]=[CH:21][CH:20]=[CH:19][N:18]=1.N[C@@H]1CCCC[C@H]1N.P([O-])([O-])([O-])=O.[K+].[K+].[K+]. Product: [S:1]1[C:5]2[CH:6]=[C:7]([N:10]3[CH2:14][CH2:13][N:12]([C:17]4[CH:22]=[CH:21][CH:20]=[CH:19][N:18]=4)[C:11]3=[O:15])[CH:8]=[CH:9][C:4]=2[N:3]=[CH:2]1. The catalyst class is: 246. (10) Reactant: [C:14]1(P([C:14]2[CH:19]=[CH:18][CH:17]=[CH:16][CH:15]=2)[C:14]2[CH:19]=[CH:18][CH:17]=[CH:16][CH:15]=2)[CH:19]=[CH:18][CH:17]=[CH:16][CH:15]=1.CCOC(/N=N/C([O:29][CH2:30][CH3:31])=O)=O.[CH2:32]=[C:33]([CH2:36][OH:37])[CH2:34][OH:35]. Product: [O:29]([C:14]1[CH:15]=[CH:16][C:17]([O:35][CH2:34][C:33](=[CH2:32])[CH2:36][OH:37])=[CH:18][CH:19]=1)[C:30]1[CH:31]=[CH:16][CH:15]=[CH:14][CH:19]=1. The catalyst class is: 11.